Dataset: Peptide-MHC class I binding affinity with 185,985 pairs from IEDB/IMGT. Task: Regression. Given a peptide amino acid sequence and an MHC pseudo amino acid sequence, predict their binding affinity value. This is MHC class I binding data. The peptide sequence is IVADDLTAA. The MHC is H-2-Kb with pseudo-sequence H-2-Kb. The binding affinity (normalized) is 0.